This data is from Reaction yield outcomes from USPTO patents with 853,638 reactions. The task is: Predict the reaction yield, written as a fraction of the theoretical maximum amount of product (1.0 means a 100% yield; for example, 0.34 means a 34% yield). (1) The reactants are [OH:1][C:2]1[C:9]([CH3:10])=[CH:8][C:5]([CH:6]=[O:7])=[CH:4][C:3]=1[CH3:11].[S:12](O[S:12]([C:15]([F:18])([F:17])[F:16])(=[O:14])=[O:13])([C:15]([F:18])([F:17])[F:16])(=[O:14])=[O:13].O. The catalyst is N1C=CC=CC=1. The product is [CH:6]([C:5]1[CH:4]=[C:3]([CH3:11])[C:2]([O:1][S:12]([C:15]([F:18])([F:17])[F:16])(=[O:14])=[O:13])=[C:9]([CH3:10])[CH:8]=1)=[O:7]. The yield is 0.520. (2) The reactants are [Cl:1][C:2]1[C:7]([F:8])=[CH:6][CH:5]=[C:4]([N+:9]([O-])=O)[C:3]=1[NH:12][C:13]1[CH:18]=[CH:17][CH:16]=[CH:15][CH:14]=1.[NH4+].[Cl-]. The catalyst is CO.O.[Fe]. The product is [Cl:1][C:2]1[C:7]([F:8])=[CH:6][CH:5]=[C:4]([NH2:9])[C:3]=1[NH:12][C:13]1[CH:18]=[CH:17][CH:16]=[CH:15][CH:14]=1. The yield is 0.810.